This data is from Full USPTO retrosynthesis dataset with 1.9M reactions from patents (1976-2016). The task is: Predict the reactants needed to synthesize the given product. (1) Given the product [CH3:1][O:2][C:3]1[C:4]([O:18][CH3:19])=[CH:5][C:6]2[S:10][C:9]([C:11]3[CH:12]=[CH:13][N:14]=[CH:15][CH:16]=3)=[N:8][C:7]=2[C:17]=1[N+:20]([O-:22])=[O:21], predict the reactants needed to synthesize it. The reactants are: [CH3:1][O:2][C:3]1[C:4]([O:18][CH3:19])=[CH:5][C:6]2[S:10][C:9]([C:11]3[CH:16]=[CH:15][N:14]=[CH:13][CH:12]=3)=[N:8][C:7]=2[CH:17]=1.[N+:20]([O-])([O-:22])=[O:21].[K+]. (2) Given the product [Cl:1][C:2]1[CH:7]=[CH:6][C:5]([CH2:8][CH3:9])=[CH:4][C:3]=1/[CH:10]=[CH:11]/[B:14]1[O:22][C:19]([CH3:21])([CH3:20])[C:16]([CH3:18])([CH3:17])[O:15]1, predict the reactants needed to synthesize it. The reactants are: [Cl:1][C:2]1[CH:7]=[CH:6][C:5]([CH2:8][CH3:9])=[CH:4][C:3]=1[CH:10]=[CH2:11].C([B:14]1[O:22][C:19]([CH3:21])([CH3:20])[C:16]([CH3:18])([CH3:17])[O:15]1)=C.